This data is from HIV replication inhibition screening data with 41,000+ compounds from the AIDS Antiviral Screen. The task is: Binary Classification. Given a drug SMILES string, predict its activity (active/inactive) in a high-throughput screening assay against a specified biological target. (1) The drug is O=C(CCl)[OH+][Co-4]12([OH+]C(=O)CCl)(NCCN1)NCCN2.[O-][Cl+3]([O-])([O-])[OH2+]. The result is 0 (inactive). (2) The drug is CCCCCCCCC1=C(OC)C(=O)c2ccc(COC(C)=O)nc2C1=O. The result is 0 (inactive). (3) The compound is CN1C(=NS(=O)(=O)c2ccc(Cl)cc2)C(=NN=P(c2ccccc2)(c2ccccc2)c2ccccc2)c2ccccc21. The result is 0 (inactive). (4) The drug is O=C1OC(=O)c2cc3c(cc21)C(=O)OC3=Cc1ccccc1. The result is 0 (inactive). (5) The molecule is C[SH](C)(=O)CCCS(=O)(=O)O. The result is 0 (inactive). (6) The compound is CC(=O)C(=Cc1ccc(Br)cc1)C(C)=O. The result is 0 (inactive).